Dataset: Forward reaction prediction with 1.9M reactions from USPTO patents (1976-2016). Task: Predict the product of the given reaction. Given the reactants [F:1][C:2]([F:28])([F:27])[C:3]1[CH:22]=[C:21]([C:23]([F:26])([F:25])[F:24])[CH:20]=[CH:19][C:4]=1[CH2:5][O:6][C:7]1[CH:14]=[CH:13][C:10]([CH:11]=O)=[CH:9][C:8]=1[O:15][CH:16]([CH3:18])[CH3:17].[CH3:29][NH:30][C:31]1[CH2:35][S:34][C:33](=[O:36])[N:32]=1.CC(C)([O-])C.[K+].O, predict the reaction product. The product is: [F:1][C:2]([F:27])([F:28])[C:3]1[CH:22]=[C:21]([C:23]([F:26])([F:25])[F:24])[CH:20]=[CH:19][C:4]=1[CH2:5][O:6][C:7]1[CH:14]=[CH:13][C:10](/[CH:11]=[C:35]2/[C:31]([NH:30][CH3:29])=[N:32][C:33](=[O:36])[S:34]/2)=[CH:9][C:8]=1[O:15][CH:16]([CH3:18])[CH3:17].